This data is from TCR-epitope binding with 47,182 pairs between 192 epitopes and 23,139 TCRs. The task is: Binary Classification. Given a T-cell receptor sequence (or CDR3 region) and an epitope sequence, predict whether binding occurs between them. (1) The epitope is FADDLNQLTGY. The TCR CDR3 sequence is CSARRLQGELDTQYF. Result: 0 (the TCR does not bind to the epitope). (2) The epitope is SLYNTVATL. The TCR CDR3 sequence is CASSFDSEQFF. Result: 1 (the TCR binds to the epitope). (3) The epitope is AVFDRKSDAK. The TCR CDR3 sequence is CASSLVGAGELFF. Result: 1 (the TCR binds to the epitope). (4) The epitope is VSFIEFVGW. The TCR CDR3 sequence is CASSSDSYEQYF. Result: 0 (the TCR does not bind to the epitope). (5) The epitope is IPRRNVATL. The TCR CDR3 sequence is CASSIVTGPYNEQFF. Result: 0 (the TCR does not bind to the epitope). (6) The epitope is ELAGIGILTV. The TCR CDR3 sequence is CSTLTQGEAFF. Result: 1 (the TCR binds to the epitope). (7) The epitope is TLVPQEHYV. The TCR CDR3 sequence is CASSSSGGESTDTQYF. Result: 0 (the TCR does not bind to the epitope).